From a dataset of Full USPTO retrosynthesis dataset with 1.9M reactions from patents (1976-2016). Predict the reactants needed to synthesize the given product. (1) Given the product [CH3:41][C:37]1[CH:36]=[C:35]([C:6]2[C:5]3[C:9](=[CH:10][C:11]([NH:12][C:13](=[O:53])[CH3:14])=[C:3]([CH2:1][NH:50][C@@H:48]([C:42]4[CH:47]=[CH:46][CH:45]=[CH:44][CH:43]=4)[CH3:49])[CH:4]=3)[N:8]([C:16]([C:23]3[CH:28]=[CH:27][CH:26]=[CH:25][CH:24]=3)([C:17]3[CH:18]=[CH:19][CH:20]=[CH:21][CH:22]=3)[C:29]3[CH:34]=[CH:33][CH:32]=[CH:31][CH:30]=3)[N:7]=2)[CH:40]=[CH:39][N:38]=1, predict the reactants needed to synthesize it. The reactants are: [CH:1]([C:3]1[CH:4]=[C:5]2[C:9](=[CH:10][C:11]=1[NH:12][C:13](=O)[CH3:14])[N:8]([C:16]([C:29]1[CH:34]=[CH:33][CH:32]=[CH:31][CH:30]=1)([C:23]1[CH:28]=[CH:27][CH:26]=[CH:25][CH:24]=1)[C:17]1[CH:22]=[CH:21][CH:20]=[CH:19][CH:18]=1)[N:7]=[C:6]2[C:35]1[CH:40]=[CH:39][N:38]=[C:37]([CH3:41])[CH:36]=1)=O.[C:42]1([C@H:48]([NH2:50])[CH3:49])[CH:47]=[CH:46][CH:45]=[CH:44][CH:43]=1.[BH4-].[Na+].[OH2:53]. (2) Given the product [C:9]([O:8][C:6]([N:4]1[CH2:3][C:2]2([O:16][CH2:15][CH2:14][CH2:13]2)[CH2:5]1)=[O:7])([CH3:10])([CH3:11])[CH3:12], predict the reactants needed to synthesize it. The reactants are: O[C:2]1([CH2:13][CH2:14][CH2:15][OH:16])[CH2:5][N:4]([C:6]([O:8][C:9]([CH3:12])([CH3:11])[CH3:10])=[O:7])[CH2:3]1.CC([O-])(C)C.[K+].C1(C)C=CC(S(Cl)(=O)=O)=CC=1.O. (3) Given the product [NH2:8][C:9]1[CH:10]=[C:11]([CH2:16][C:17]([CH3:26])([CH3:25])[C:18]([O:20][C:21]([CH3:24])([CH3:23])[CH3:22])=[O:19])[CH:12]=[CH:13][C:14]=1[Cl:15], predict the reactants needed to synthesize it. The reactants are: C([NH:8][C:9]1[CH:10]=[C:11]([CH2:16][C:17]([CH3:26])([CH3:25])[C:18]([O:20][C:21]([CH3:24])([CH3:23])[CH3:22])=[O:19])[CH:12]=[CH:13][C:14]=1[Cl:15])C1C=CC=CC=1. (4) The reactants are: [C:1]1([CH:7]=[CH:8][C:9]2[CH:13]=[C:12]([CH2:14][CH2:15][CH:16]=O)[O:11][N:10]=2)[CH:6]=[CH:5][CH:4]=[CH:3][CH:2]=1.[F:18][C:19]([F:34])([F:33])[C:20]1[CH:32]=[CH:31][CH:30]=[CH:29][C:21]=1[CH2:22][N:23]1[CH2:28][CH2:27][NH:26][CH2:25][CH2:24]1.[BH-](OC(C)=O)(OC(C)=O)OC(C)=O.[Na+]. Given the product [C:1]1([CH:7]=[CH:8][C:9]2[CH:13]=[C:12]([CH2:14][CH2:15][CH2:16][N:26]3[CH2:25][CH2:24][N:23]([CH2:22][C:21]4[CH:29]=[CH:30][CH:31]=[CH:32][C:20]=4[C:19]([F:33])([F:34])[F:18])[CH2:28][CH2:27]3)[O:11][N:10]=2)[CH:6]=[CH:5][CH:4]=[CH:3][CH:2]=1, predict the reactants needed to synthesize it. (5) Given the product [C:3]([C:5]1[CH:6]=[C:7]([C:15]([OH:17])=[O:16])[CH:8]=[N:9][C:10]=1[NH:11][CH2:12][CH2:13][CH3:14])#[N:4], predict the reactants needed to synthesize it. The reactants are: [OH-].[Li+].[C:3]([C:5]1[CH:6]=[C:7]([C:15]([O:17]C)=[O:16])[CH:8]=[N:9][C:10]=1[NH:11][CH2:12][CH2:13][CH3:14])#[N:4].[O-][Si]([O-])=O.[Mg+2]. (6) The reactants are: [O:1]1[CH2:3][C@@H:2]1[C:4]1[CH:9]=[CH:8][C:7]([C:10]2[N:14]=[C:13]([C:15]3[O:19][N:18]=[C:17]([C:20]4[CH:25]=[CH:24][CH:23]=[CH:22][CH:21]=4)[C:16]=3[C:26]([F:29])([F:28])[F:27])[O:12][N:11]=2)=[CH:6][CH:5]=1.[CH3:30][C:31]([CH:38]1[CH2:43][CH2:42][CH2:41][NH:40][CH2:39]1)([CH3:37])[C:32]([O:34]CC)=[O:33].C(=O)([O-])[O-].[Cs+].[Cs+]. Given the product [OH:1][CH:2]([C:4]1[CH:5]=[CH:6][C:7]([C:10]2[N:14]=[C:13]([C:15]3[O:19][N:18]=[C:17]([C:20]4[CH:21]=[CH:22][CH:23]=[CH:24][CH:25]=4)[C:16]=3[C:26]([F:28])([F:27])[F:29])[O:12][N:11]=2)=[CH:8][CH:9]=1)[CH2:3][N:40]1[CH2:41][CH2:42][CH2:43][CH:38]([C:31]([CH3:37])([CH3:30])[C:32]([OH:34])=[O:33])[CH2:39]1, predict the reactants needed to synthesize it.